From a dataset of Reaction yield outcomes from USPTO patents with 853,638 reactions. Predict the reaction yield, written as a fraction of the theoretical maximum amount of product (1.0 means a 100% yield; for example, 0.34 means a 34% yield). (1) The product is [CH:20]1([CH2:24][CH2:25][NH:26][C:9]([C:6]2[N:7]=[N:8][C:3]([Cl:18])=[CH:4][CH:5]=2)=[O:11])[CH2:23][CH2:22][CH2:21]1. The reactants are O.O=[C:3]1[NH:8][N:7]=[C:6]([C:9]([OH:11])=O)[CH:5]=[CH:4]1.C(Cl)(Cl)Cl.S(Cl)([Cl:18])=O.[CH:20]1([CH2:24][CH2:25][NH2:26])[CH2:23][CH2:22][CH2:21]1. The yield is 0.590. The catalyst is ClCCl.C(N(CC)CC)C.CN(C)C=O. (2) The reactants are [Br:1][C:2]1[CH:3]=[CH:4][C:5]([F:19])=[C:6]([CH:8]=[C:9]2[C:13]([CH3:15])([CH3:14])[O:12][C:11]([CH3:17])([CH3:16])[C:10]2=[O:18])[CH:7]=1.[OH:20]O.[OH-].[Li+]. The catalyst is CO. The product is [Br:1][C:2]1[CH:3]=[CH:4][C:5]([F:19])=[C:6]([CH:8]2[C:9]3([C:10](=[O:18])[C:11]([CH3:17])([CH3:16])[O:12][C:13]3([CH3:14])[CH3:15])[O:20]2)[CH:7]=1. The yield is 0.680. (3) The reactants are [Br:1][C:2]1[CH:8]=[CH:7][C:6]([F:9])=[CH:5][C:3]=1[NH2:4].C(N(CC)CC)C.[C:17](Cl)(=[O:22])[C:18]([CH3:21])([CH3:20])[CH3:19].CCCCCC. The catalyst is C(Cl)Cl. The product is [Br:1][C:2]1[CH:8]=[CH:7][C:6]([F:9])=[CH:5][C:3]=1[NH:4][C:17](=[O:22])[C:18]([CH3:21])([CH3:20])[CH3:19]. The yield is 0.920. (4) The reactants are [Br:1][C:2]1[CH:7]=[CH:6][C:5]([SH:8])=[CH:4][C:3]=1[Cl:9].[H-].[Na+].I[CH3:13]. The catalyst is O1CCCC1. The product is [Br:1][C:2]1[CH:7]=[CH:6][C:5]([S:8][CH3:13])=[CH:4][C:3]=1[Cl:9]. The yield is 0.650. (5) The reactants are [CH3:1][S:2]([NH:5][CH2:6][C:7]1[C:15]2[S:14](=[O:17])(=[O:16])[N:13]=[C:12]([CH2:18][C:19]([OH:21])=O)[NH:11][C:10]=2[S:9][CH:8]=1)(=[O:4])=[O:3].F[P-](F)(F)(F)(F)F.N1(OC(N(C)C)=[N+](C)C)C2N=CC=CC=2N=N1.CN1CCOCC1.C[O:54][C:55](=O)[CH2:56][CH:57]([CH:67]1[CH2:71][CH2:70][CH2:69][CH2:68]1)[NH:58][CH2:59][C:60]1[CH:65]=[CH:64][C:63]([F:66])=[CH:62][CH:61]=1.[O-]CC.[Na+].C(O)C. The catalyst is CN(C)C=O. The product is [CH:67]1([CH:57]2[N:58]([CH2:59][C:60]3[CH:65]=[CH:64][C:63]([F:66])=[CH:62][CH:61]=3)[C:19](=[O:21])[C:18]([C:12]3[NH:11][C:10]4[S:9][CH:8]=[C:7]([CH2:6][NH:5][S:2]([CH3:1])(=[O:3])=[O:4])[C:15]=4[S:14](=[O:16])(=[O:17])[N:13]=3)=[C:55]([OH:54])[CH2:56]2)[CH2:71][CH2:70][CH2:69][CH2:68]1. The yield is 0.120. (6) The catalyst is [Cl-].[Na+].O. The yield is 0.520. The reactants are [F:1][C:2]1[CH:3]=[CH:4][C:5]([C:27]([F:30])([F:29])[F:28])=[C:6]([C@H:8]2[CH2:12][CH2:11][CH2:10][N:9]2[C:13]2[CH:18]=[CH:17][N:16]3[N:19]=[CH:20][C:21]([C:22]([O:24]CC)=[O:23])=[C:15]3[N:14]=2)[CH:7]=1.[OH-].[Na+].CO.C(O)(=O)CC(CC(O)=O)(C(O)=O)O. The product is [F:1][C:2]1[CH:3]=[CH:4][C:5]([C:27]([F:30])([F:28])[F:29])=[C:6]([CH:8]2[CH2:12][CH2:11][CH2:10][N:9]2[C:13]2[CH:18]=[CH:17][N:16]3[N:19]=[CH:20][C:21]([C:22]([OH:24])=[O:23])=[C:15]3[N:14]=2)[CH:7]=1.